Dataset: Forward reaction prediction with 1.9M reactions from USPTO patents (1976-2016). Task: Predict the product of the given reaction. Given the reactants [H-].[H-].[H-].[H-].[Li+].[Al+3].[F:7][C:8]1[CH:9]=[C:10]([CH2:34][CH2:35][C:36](OCC)=[O:37])[CH:11]=[C:12]([F:33])[C:13]=1[O:14][CH2:15][C:16]1[C:17]([C:25]2[CH:26]=[N:27][C:28]([O:31][CH3:32])=[CH:29][CH:30]=2)=[N:18][S:19][C:20]=1[C:21]([F:24])([F:23])[F:22], predict the reaction product. The product is: [F:7][C:8]1[CH:9]=[C:10]([CH2:34][CH2:35][CH2:36][OH:37])[CH:11]=[C:12]([F:33])[C:13]=1[O:14][CH2:15][C:16]1[C:17]([C:25]2[CH:26]=[N:27][C:28]([O:31][CH3:32])=[CH:29][CH:30]=2)=[N:18][S:19][C:20]=1[C:21]([F:24])([F:22])[F:23].